This data is from Reaction yield outcomes from USPTO patents with 853,638 reactions. The task is: Predict the reaction yield, written as a fraction of the theoretical maximum amount of product (1.0 means a 100% yield; for example, 0.34 means a 34% yield). (1) The reactants are [CH3:1][S:2](Cl)(=[O:4])=[O:3].[OH:6][C@H:7]1[CH2:12][CH2:11][N:10]([C:13]([O:15][C:16]([CH3:19])([CH3:18])[CH3:17])=[O:14])[C@@H:9]([C:20]([O:22][CH3:23])=[O:21])[CH2:8]1. The catalyst is CN(C1C=CN=CC=1)C.N1C=CC=CC=1. The product is [CH3:1][S:2]([O:6][C@H:7]1[CH2:12][CH2:11][N:10]([C:13]([O:15][C:16]([CH3:17])([CH3:18])[CH3:19])=[O:14])[C@@H:9]([C:20]([O:22][CH3:23])=[O:21])[CH2:8]1)(=[O:4])=[O:3]. The yield is 0.980. (2) The reactants are [CH3:1][C:2]([CH3:19])([CH3:18])[CH2:3][CH2:4][NH:5][C:6]1[CH:11]=[C:10]([NH:12][C@@H:13]2[CH2:17][CH2:16][NH:15][CH2:14]2)[N:9]=[CH:8][N:7]=1.C=O.[C:22](O)(=O)C.C(O[BH-](OC(=O)C)OC(=O)C)(=O)C.[Na+]. The catalyst is C1COCC1. The product is [CH3:1][C:2]([CH3:19])([CH3:18])[CH2:3][CH2:4][NH:5][C:6]1[CH:11]=[C:10]([NH:12][C@@H:13]2[CH2:17][CH2:16][N:15]([CH3:22])[CH2:14]2)[N:9]=[CH:8][N:7]=1. The yield is 0.350. (3) The reactants are [CH2:1]([NH:8][CH2:9][CH2:10][NH2:11])[C:2]1[CH:7]=[CH:6][CH:5]=[CH:4][CH:3]=1.[N:12]#[C:13]Br.[OH-].[Na+]. The catalyst is C(O)C. The product is [CH2:1]([N:8]1[CH2:9][CH2:10][NH:11][C:13]1=[NH:12])[C:2]1[CH:7]=[CH:6][CH:5]=[CH:4][CH:3]=1. The yield is 0.960.